Predict the product of the given reaction. From a dataset of Forward reaction prediction with 1.9M reactions from USPTO patents (1976-2016). (1) The product is: [C:11]([C:13](=[CH:18][C:19]([CH3:22])([CH3:21])[CH3:20])[C:14]([O:16][CH3:17])=[O:15])#[N:12]. Given the reactants N1CCCCC1.C(O)(=O)C.[C:11]([CH2:13][C:14]([O:16][CH3:17])=[O:15])#[N:12].[CH:18](=O)[C:19]([CH3:22])([CH3:21])[CH3:20], predict the reaction product. (2) Given the reactants [C:12]([O:11][C:9](O[C:9]([O:11][C:12]([CH3:15])([CH3:14])[CH3:13])=[O:10])=[O:10])([CH3:15])([CH3:14])[CH3:13].[CH3:16][C:17]1[NH:30][C:29]2[C:19](=[CH:20][C:21]3[CH:22]4[CH2:32][CH2:31][CH:26]([C:27]=3[CH:28]=2)[CH2:25][NH:24][CH2:23]4)[N:18]=1.C([O-])(O)=O.[Na+], predict the reaction product. The product is: [C:12]([O:11][C:9]([N:24]1[CH2:23][CH:22]2[CH2:32][CH2:31][CH:26]([C:27]3[CH:28]=[C:29]4[C:19](=[CH:20][C:21]=32)[N:18]=[C:17]([CH3:16])[NH:30]4)[CH2:25]1)=[O:10])([CH3:13])([CH3:14])[CH3:15]. (3) Given the reactants Br[C:2]1[C:3]2[N:4]([C:9]([C:13]3[CH:18]=[CH:17][C:16]([Cl:19])=[CH:15][C:14]=3[Cl:20])=[C:10]([CH3:12])[CH:11]=2)[N:5]=[C:6]([CH3:8])[CH:7]=1.[CH3:21][O:22][CH2:23][CH:24]([NH2:28])[CH2:25][O:26][CH3:27].C1(P(C2CCCCC2)C2C=CC=CC=2C2C(N(C)C)=CC=CC=2)CCCCC1.C([O-])([O-])=O.[Cs+].[Cs+], predict the reaction product. The product is: [Cl:20][C:14]1[CH:15]=[C:16]([Cl:19])[CH:17]=[CH:18][C:13]=1[C:9]1[N:4]2[N:5]=[C:6]([CH3:8])[CH:7]=[C:2]([NH:28][CH:24]([CH2:25][O:26][CH3:27])[CH2:23][O:22][CH3:21])[C:3]2=[CH:11][C:10]=1[CH3:12].